Dataset: Reaction yield outcomes from USPTO patents with 853,638 reactions. Task: Predict the reaction yield, written as a fraction of the theoretical maximum amount of product (1.0 means a 100% yield; for example, 0.34 means a 34% yield). (1) The catalyst is CO.[Zn]. The yield is 1.00. The product is [NH2:15][C@@H:14]1[CH2:13][N:12]([CH2:18][CH2:19][O:20][CH3:21])[CH2:11][C@H:10]1[C:7]1[CH:8]=[CH:9][C:2]([F:1])=[C:3]([CH:6]=1)[C:4]#[N:5]. The reactants are [F:1][C:2]1[CH:9]=[CH:8][C:7]([C@H:10]2[C@H:14]([N+:15]([O-])=O)[CH2:13][N:12]([CH2:18][CH2:19][O:20][CH3:21])[CH2:11]2)=[CH:6][C:3]=1[C:4]#[N:5].[NH4+].[Cl-]. (2) The reactants are [CH2:1]([O:3][C:4](=[O:22])[CH2:5][NH:6][CH2:7][CH2:8][NH:9][S:10]([C:13]1[S:14][C:15]2[CH:21]=[CH:20][CH:19]=[CH:18][C:16]=2[N:17]=1)(=[O:12])=[O:11])[CH3:2].[CH3:23][O:24][C:25]1[CH:48]=[CH:47][C:28]([CH2:29][O:30][C:31]([NH:33][C:34]2[N:42]=[CH:41][N:40]=[C:39]3[C:35]=2[N:36]=[CH:37][N:38]3[CH2:43][C:44](O)=[O:45])=[O:32])=[CH:27][CH:26]=1.CN(C(ON1N=NC2C=CC=CC1=2)=[N+](C)C)C.F[P-](F)(F)(F)(F)F.C(N(C(C)C)CC)(C)C.Cl. The catalyst is CN(C=O)C. The product is [CH2:1]([O:3][C:4](=[O:22])[CH2:5][N:6]([CH2:7][CH2:8][NH:9][S:10]([C:13]1[S:14][C:15]2[CH:21]=[CH:20][CH:19]=[CH:18][C:16]=2[N:17]=1)(=[O:12])=[O:11])[C:44](=[O:45])[CH2:43][N:38]1[CH:37]=[N:36][C:35]2[C:39]1=[N:40][CH:41]=[N:42][C:34]=2[NH:33][C:31]([O:30][CH2:29][C:28]1[CH:47]=[CH:48][C:25]([O:24][CH3:23])=[CH:26][CH:27]=1)=[O:32])[CH3:2]. The yield is 0.970.